Dataset: Peptide-MHC class I binding affinity with 185,985 pairs from IEDB/IMGT. Task: Regression. Given a peptide amino acid sequence and an MHC pseudo amino acid sequence, predict their binding affinity value. This is MHC class I binding data. (1) The peptide sequence is GRYNLVPPK. The MHC is HLA-B18:01 with pseudo-sequence HLA-B18:01. The binding affinity (normalized) is 0.0847. (2) The peptide sequence is AEGTGITHL. The MHC is HLA-B27:05 with pseudo-sequence HLA-B27:05. The binding affinity (normalized) is 0.0847. (3) The peptide sequence is RRRFDTFKAF. The MHC is Mamu-B17 with pseudo-sequence Mamu-B17. The binding affinity (normalized) is 0.339.